This data is from Catalyst prediction with 721,799 reactions and 888 catalyst types from USPTO. The task is: Predict which catalyst facilitates the given reaction. (1) Product: [ClH:1].[C:2]([C:6]1[CH:11]=[CH:10][C:9]([CH:12]2[CH2:13][CH:14]([C:15]([O:17][CH3:18])=[O:16])[CH2:19][CH2:20][NH:21]2)=[CH:8][CH:7]=1)([CH3:5])([CH3:3])[CH3:4]. Reactant: [ClH:1].[C:2]([C:6]1[CH:11]=[CH:10][C:9]([C:12]2[CH:13]=[C:14]([CH:19]=[CH:20][N:21]=2)[C:15]([O:17][CH3:18])=[O:16])=[CH:8][CH:7]=1)([CH3:5])([CH3:4])[CH3:3]. The catalyst class is: 603. (2) Reactant: [NH:1]1[CH2:6][CH2:5][CH:4]([O:7][C:8](=[O:22])[NH:9][C:10]2[CH:15]=[CH:14][CH:13]=[CH:12][C:11]=2[C:16]2[CH:21]=[CH:20][CH:19]=[CH:18][CH:17]=2)[CH2:3][CH2:2]1.[O:23]1[CH2:27][CH2:26][O:25][CH:24]1[C:28]1[C:33]([CH3:34])=[CH:32][C:31]([NH:35][C:36](=[O:39])[CH:37]=[CH2:38])=[C:30]([CH3:40])[CH:29]=1.ClCCl. Product: [O:23]1[CH2:27][CH2:26][O:25][CH:24]1[C:28]1[C:33]([CH3:34])=[CH:32][C:31]([NH:35][C:36]([CH2:37][CH2:38][N:1]2[CH2:2][CH2:3][CH:4]([O:7][C:8](=[O:22])[NH:9][C:10]3[CH:15]=[CH:14][CH:13]=[CH:12][C:11]=3[C:16]3[CH:21]=[CH:20][CH:19]=[CH:18][CH:17]=3)[CH2:5][CH2:6]2)=[O:39])=[C:30]([CH3:40])[CH:29]=1. The catalyst class is: 8.